The task is: Predict the reactants needed to synthesize the given product.. This data is from Full USPTO retrosynthesis dataset with 1.9M reactions from patents (1976-2016). (1) Given the product [CH:34]1([CH2:33][O:32][C:29]2[CH:30]=[CH:31][C:26]([C:25]3[O:38][C:9]4[C:14]([F:15])=[C:13]([OH:16])[CH:12]=[CH:11][C:10]=4[N:24]=3)=[CH:27][C:28]=2[F:37])[CH2:36][CH2:35]1, predict the reactants needed to synthesize it. The reactants are: C(O[C:9]1[C:14]([F:15])=[C:13]([O:16]CC2C=CC=CC=2)[CH:12]=[CH:11][C:10]=1[NH:24][C:25](=[O:38])[C:26]1[CH:31]=[CH:30][C:29]([O:32][CH2:33][CH:34]2[CH2:36][CH2:35]2)=[C:28]([F:37])[CH:27]=1)C1C=CC=CC=1. (2) Given the product [NH2:25][C:26]1[CH:27]=[C:28]([CH:32]=[CH:33][CH:34]=1)[C:29]([O:22][CH2:21][C:9]1[C:8]([C:5]2[CH:6]=[CH:7][C:2]([F:1])=[CH:3][C:4]=2[O:23][CH3:24])=[CH:17][CH:16]=[C:15]2[C:10]=1[C:11]([CH3:20])=[CH:12][C:13]([CH3:19])([CH3:18])[NH:14]2)=[O:30], predict the reactants needed to synthesize it. The reactants are: [F:1][C:2]1[CH:7]=[CH:6][C:5]([C:8]2[C:9]([CH2:21][OH:22])=[C:10]3[C:15](=[CH:16][CH:17]=2)[NH:14][C:13]([CH3:19])([CH3:18])[CH:12]=[C:11]3[CH3:20])=[C:4]([O:23][CH3:24])[CH:3]=1.[NH2:25][C:26]1[CH:27]=[C:28]([CH:32]=[CH:33][CH:34]=1)[C:29](O)=[O:30].C(P(CCCC)CCCC)CCC.N(C(N1CCCCC1)=O)=NC(N1CCCCC1)=O. (3) Given the product [Br:3][C:4]1[N:8]([S:21]([C:15]2[CH:20]=[CH:19][CH:18]=[CH:17][CH:16]=2)(=[O:23])=[O:22])[CH:7]=[C:6]([C:9]([O:11][CH3:12])=[O:10])[C:5]=1[CH2:13][CH3:14], predict the reactants needed to synthesize it. The reactants are: [H-].[Na+].[Br:3][C:4]1[NH:8][CH:7]=[C:6]([C:9]([O:11][CH3:12])=[O:10])[C:5]=1[CH2:13][CH3:14].[C:15]1([S:21](Cl)(=[O:23])=[O:22])[CH:20]=[CH:19][CH:18]=[CH:17][CH:16]=1. (4) Given the product [CH3:11][C:10]([CH2:9][C:8]([CH3:7])=[O:13])=[O:12].[CH3:11][C:10]([CH2:9][C:8]([CH3:7])=[O:13])=[O:12].[CH3:11][C:10]([CH2:9][C:8]([CH3:7])=[O:13])=[O:12].[Ru:2], predict the reactants needed to synthesize it. The reactants are: O.[Ru:2](Cl)(Cl)Cl.[Ru].[CH3:7][C:8](=[O:13])[CH2:9][C:10](=[O:12])[CH3:11].C([O-])(O)=O.[Na+]. (5) The reactants are: [Cl:1][C:2]1[CH:6]=[N:5][N:4]([CH3:7])[C:3]=1[C:8]1[CH:9]=[C:10]([NH2:16])[CH:11]=[CH:12][C:13]=1[O:14][CH3:15].[F:17][C:18]1[CH:23]=[C:22]([F:24])[CH:21]=[CH:20][C:19]=1[N:25]=[C:26]=[O:27]. Given the product [Cl:1][C:2]1[CH:6]=[N:5][N:4]([CH3:7])[C:3]=1[C:8]1[CH:9]=[C:10]([NH:16][C:26]([NH:25][C:19]2[CH:20]=[CH:21][C:22]([F:24])=[CH:23][C:18]=2[F:17])=[O:27])[CH:11]=[CH:12][C:13]=1[O:14][CH3:15], predict the reactants needed to synthesize it.